This data is from NCI-60 drug combinations with 297,098 pairs across 59 cell lines. The task is: Regression. Given two drug SMILES strings and cell line genomic features, predict the synergy score measuring deviation from expected non-interaction effect. (1) Drug 1: C1=C(C(=O)NC(=O)N1)N(CCCl)CCCl. Drug 2: C1=C(C(=O)NC(=O)N1)F. Cell line: SF-268. Synergy scores: CSS=43.6, Synergy_ZIP=8.92, Synergy_Bliss=10.9, Synergy_Loewe=11.6, Synergy_HSA=13.8. (2) Drug 1: C1CCC(C(C1)N)N.C(=O)(C(=O)[O-])[O-].[Pt+4]. Drug 2: CC1CCCC2(C(O2)CC(NC(=O)CC(C(C(=O)C(C1O)C)(C)C)O)C(=CC3=CSC(=N3)C)C)C. Cell line: SK-MEL-5. Synergy scores: CSS=47.1, Synergy_ZIP=-8.50, Synergy_Bliss=-7.53, Synergy_Loewe=-3.21, Synergy_HSA=-1.62. (3) Cell line: OVCAR-4. Drug 1: CC1=C2C(C(=O)C3(C(CC4C(C3C(C(C2(C)C)(CC1OC(=O)C(C(C5=CC=CC=C5)NC(=O)OC(C)(C)C)O)O)OC(=O)C6=CC=CC=C6)(CO4)OC(=O)C)O)C)O. Drug 2: CCC1=C2CN3C(=CC4=C(C3=O)COC(=O)C4(CC)O)C2=NC5=C1C=C(C=C5)O. Synergy scores: CSS=0.598, Synergy_ZIP=-0.652, Synergy_Bliss=0.375, Synergy_Loewe=-0.756, Synergy_HSA=-0.723. (4) Drug 1: C1C(C(OC1N2C=C(C(=O)NC2=O)F)CO)O. Drug 2: CC1=C(C(CCC1)(C)C)C=CC(=CC=CC(=CC(=O)O)C)C. Cell line: COLO 205. Synergy scores: CSS=27.9, Synergy_ZIP=-1.55, Synergy_Bliss=-4.43, Synergy_Loewe=-18.3, Synergy_HSA=-3.56. (5) Drug 1: C1C(C(OC1N2C=C(C(=O)NC2=O)F)CO)O. Drug 2: C1=CN(C(=O)N=C1N)C2C(C(C(O2)CO)O)O.Cl. Cell line: SNB-75. Synergy scores: CSS=12.4, Synergy_ZIP=-8.01, Synergy_Bliss=-3.11, Synergy_Loewe=-4.44, Synergy_HSA=-0.568. (6) Drug 1: C1=NC(=NC(=O)N1C2C(C(C(O2)CO)O)O)N. Drug 2: CC(C)(C#N)C1=CC(=CC(=C1)CN2C=NC=N2)C(C)(C)C#N. Cell line: M14. Synergy scores: CSS=3.35, Synergy_ZIP=-1.12, Synergy_Bliss=-0.759, Synergy_Loewe=0.758, Synergy_HSA=-0.615.